The task is: Predict the product of the given reaction.. This data is from Forward reaction prediction with 1.9M reactions from USPTO patents (1976-2016). (1) Given the reactants [NH2:1][C:2]1[CH:11]=[C:10]([N:12]2[CH2:17][CH2:16][N:15]([C:18]([NH:20][CH:21]3[CH2:26][CH2:25][CH2:24][CH:23]([C:27]([O:29]C)=[O:28])[CH2:22]3)=[O:19])[CH2:14][CH2:13]2)[C:9]2[C:4](=[CH:5][C:6]([Cl:31])=[CH:7][CH:8]=2)[N:3]=1.O[Li].O, predict the reaction product. The product is: [NH2:1][C:2]1[CH:11]=[C:10]([N:12]2[CH2:13][CH2:14][N:15]([C:18]([NH:20][CH:21]3[CH2:26][CH2:25][CH2:24][CH:23]([C:27]([OH:29])=[O:28])[CH2:22]3)=[O:19])[CH2:16][CH2:17]2)[C:9]2[C:4](=[CH:5][C:6]([Cl:31])=[CH:7][CH:8]=2)[N:3]=1. (2) The product is: [OH:40][NH:39][C:17](=[O:18])[CH2:16][O:15][C:14]1[CH:13]=[C:12]([NH:11][C:9](=[O:10])/[CH:8]=[CH:7]/[C:1]2[CH:6]=[CH:5][CH:4]=[CH:3][CH:2]=2)[CH:22]=[CH:21][CH:20]=1. Given the reactants [C:1]1([CH:7]=[CH:8][C:9]([NH:11][C:12]2[CH:13]=[C:14]([CH:20]=[CH:21][CH:22]=2)[O:15][CH2:16][C:17](O)=[O:18])=[O:10])[CH:6]=[CH:5][CH:4]=[CH:3][CH:2]=1.C(N(CC)CC)C.ClC(OCC(C)C)=O.Cl.[NH2:39][OH:40].C[O-].[Na+], predict the reaction product. (3) Given the reactants [H-].[Na+].[C:3]([C:5]1[CH:6]=[C:7]2[C:11](=[CH:12][CH:13]=1)[NH:10][C:9](=[O:14])[CH2:8]2)#[N:4].[CH2:15]([N:22]1[CH2:27][CH2:26][N:25]([S:28]([C:31]2[CH:32]=[N:33][C:34]([Cl:37])=[CH:35][CH:36]=2)(=[O:30])=[O:29])[CH2:24][CH2:23]1)[C:16]1[CH:21]=[CH:20][CH:19]=[CH:18][CH:17]=1, predict the reaction product. The product is: [CH2:15]([O:14][CH2:9][CH3:8])[CH3:16].[ClH:37].[CH2:15]([N:22]1[CH2:27][CH2:26][N:25]([S:28]([C:31]2[CH:36]=[CH:35][C:34]([C:8]3[C:7]4[C:11](=[CH:12][CH:13]=[C:5]([C:3]#[N:4])[CH:6]=4)[NH:10][C:9]=3[OH:14])=[N:33][CH:32]=2)(=[O:30])=[O:29])[CH2:24][CH2:23]1)[C:16]1[CH:17]=[CH:18][CH:19]=[CH:20][CH:21]=1.